Dataset: Peptide-MHC class I binding affinity with 185,985 pairs from IEDB/IMGT. Task: Regression. Given a peptide amino acid sequence and an MHC pseudo amino acid sequence, predict their binding affinity value. This is MHC class I binding data. The peptide sequence is EEDAAVDDL. The MHC is HLA-A69:01 with pseudo-sequence HLA-A69:01. The binding affinity (normalized) is 0.0847.